Dataset: Catalyst prediction with 721,799 reactions and 888 catalyst types from USPTO. Task: Predict which catalyst facilitates the given reaction. (1) Reactant: [N:1]1[CH:6]=[CH:5][C:4](B(O)O)=[CH:3][CH:2]=1.C([O-])([O-])=O.[K+].[K+].C([O:18][C:19](=[O:64])[CH2:20][CH:21]1[CH2:26][CH2:25][CH:24]([C:27]2[C:32](Br)=[C:31]([N:34](COCC[Si](C)(C)C)COCC[Si](C)(C)C)[N:30]3[N:51]=[CH:52][C:53]([C:54]4[CH:55]=[N:56][C:57]5[C:62]([CH:63]=4)=[CH:61][CH:60]=[CH:59][CH:58]=5)=[C:29]3[N:28]=2)[CH2:23][CH2:22]1)C.Cl. Product: [NH2:34][C:31]1[N:30]2[N:51]=[CH:52][C:53]([C:54]3[CH:55]=[N:56][C:57]4[C:62]([CH:63]=3)=[CH:61][CH:60]=[CH:59][CH:58]=4)=[C:29]2[N:28]=[C:27]([CH:24]2[CH2:23][CH2:22][CH:21]([CH2:20][C:19]([OH:18])=[O:64])[CH2:26][CH2:25]2)[C:32]=1[C:4]1[CH:5]=[CH:6][N:1]=[CH:2][CH:3]=1. The catalyst class is: 77. (2) The catalyst class is: 239. Reactant: [NH2:1][C:2]1[CH:7]=[CH:6][NH:5][C:4](=[O:8])[N:3]=1.[CH3:9][C:10]([O:13][C:14](O[C:14]([O:13][C:10]([CH3:12])([CH3:11])[CH3:9])=[O:15])=[O:15])([CH3:12])[CH3:11].O. Product: [O:8]=[C:4]1[N:3]=[C:2]([NH:1][C:14](=[O:15])[O:13][C:10]([CH3:12])([CH3:11])[CH3:9])[CH:7]=[CH:6][NH:5]1. (3) The catalyst class is: 248. Reactant: [OH:1][C:2]1[CH:7]=[CH:6][C:5]([C:8]([C:10]2[CH:18]=[CH:17][CH:16]=[CH:15][C:11]=2[C:12]([OH:14])=[O:13])=[O:9])=[CH:4][C:3]=1[N+:19]([O-:21])=[O:20].C(=O)([O-])[O-].[Cs+].[Cs+].[CH2:28](Br)[C:29]1[CH:34]=[CH:33][CH:32]=[CH:31][CH:30]=1.C(O)(=O)CC(CC(O)=O)(C(O)=O)O. Product: [OH:1][C:2]1[CH:7]=[CH:6][C:5]([C:8]([C:10]2[CH:18]=[CH:17][CH:16]=[CH:15][C:11]=2[C:12]([O:14][CH2:28][C:29]2[CH:34]=[CH:33][CH:32]=[CH:31][CH:30]=2)=[O:13])=[O:9])=[CH:4][C:3]=1[N+:19]([O-:21])=[O:20]. (4) Reactant: [H-].[H-].[H-].[H-].[Li+].[Al+3].[CH3:7][O:8][C:9]1[CH:39]=[CH:38][C:12]([C:13]([O:28][CH2:29][C:30]2[CH:31]=[C:32]([CH:35]=[CH:36][CH:37]=2)[C:33]#[N:34])([C:22]2[CH:27]=[CH:26][CH:25]=[CH:24][CH:23]=2)[C:14]2[CH:19]=[CH:18][C:17]([O:20][CH3:21])=[CH:16][CH:15]=2)=[CH:11][CH:10]=1.O.CO. Product: [CH3:21][O:20][C:17]1[CH:16]=[CH:15][C:14]([C:13]([O:28][CH2:29][C:30]2[CH:31]=[C:32]([CH:35]=[CH:36][CH:37]=2)[CH2:33][NH2:34])([C:22]2[CH:27]=[CH:26][CH:25]=[CH:24][CH:23]=2)[C:12]2[CH:11]=[CH:10][C:9]([O:8][CH3:7])=[CH:39][CH:38]=2)=[CH:19][CH:18]=1. The catalyst class is: 27.